Dataset: Full USPTO retrosynthesis dataset with 1.9M reactions from patents (1976-2016). Task: Predict the reactants needed to synthesize the given product. The reactants are: [N:1]1[CH:2]=[C:3]([CH2:10][C:11]2[CH:22]=[CH:21][C:14]3[N:15]=[C:16](S(C)=O)[S:17][C:13]=3[CH:12]=2)[N:4]2[C:9]=1[CH:8]=[CH:7][CH:6]=[N:5]2.Cl.[NH2:24][C@@H:25]1[CH2:30][CH2:29][CH2:28][CH2:27][C@H:26]1[OH:31].CCN(C(C)C)C(C)C.CN1C(=O)CCC1. Given the product [N:1]1[CH:2]=[C:3]([CH2:10][C:11]2[CH:22]=[CH:21][C:14]3[N:15]=[C:16]([NH:24][C@@H:25]4[CH2:30][CH2:29][CH2:28][CH2:27][C@H:26]4[OH:31])[S:17][C:13]=3[CH:12]=2)[N:4]2[C:9]=1[CH:8]=[CH:7][CH:6]=[N:5]2, predict the reactants needed to synthesize it.